From a dataset of Reaction yield outcomes from USPTO patents with 853,638 reactions. Predict the reaction yield, written as a fraction of the theoretical maximum amount of product (1.0 means a 100% yield; for example, 0.34 means a 34% yield). (1) The reactants are C([C:3]1([C:16]([O-:18])=[O:17])[CH2:8][CH2:7][N:6]([C:9]([O:11][C:12]([CH3:15])([CH3:14])[CH3:13])=[O:10])[CH2:5][CH2:4]1)C.[OH-].[Na+]. The catalyst is C1COCC1.CO. The product is [C:12]([O:11][C:9]([N:6]1[CH2:7][CH2:8][CH:3]([C:16]([OH:18])=[O:17])[CH2:4][CH2:5]1)=[O:10])([CH3:15])([CH3:13])[CH3:14]. The yield is 0.450. (2) The reactants are Cl[C:2]1[CH:7]=[CH:6][N:5]=[C:4]2[C:8]([C:11](=[O:29])[C:12]([N:14]3[CH2:19][CH2:18][C:17](=[C:20]([C:23]4[CH:28]=[CH:27][CH:26]=[CH:25][CH:24]=4)[C:21]#[N:22])[CH2:16][CH2:15]3)=[O:13])=[CH:9][NH:10][C:3]=12.C([Sn](CCCC)(CCCC)[C:35]1[CH:40]=[N:39][CH:38]=[CH:37][N:36]=1)CCC.O1CCOCC1. The catalyst is CO.C1C=CC([P]([Pd]([P](C2C=CC=CC=2)(C2C=CC=CC=2)C2C=CC=CC=2)([P](C2C=CC=CC=2)(C2C=CC=CC=2)C2C=CC=CC=2)[P](C2C=CC=CC=2)(C2C=CC=CC=2)C2C=CC=CC=2)(C2C=CC=CC=2)C2C=CC=CC=2)=CC=1. The product is [O:29]=[C:11]([C:8]1[C:4]2=[N:5][CH:6]=[CH:7][C:2]([C:35]3[CH:40]=[N:39][CH:38]=[CH:37][N:36]=3)=[C:3]2[NH:10][CH:9]=1)[C:12]([N:14]1[CH2:19][CH2:18][C:17](=[C:20]([C:23]2[CH:28]=[CH:27][CH:26]=[CH:25][CH:24]=2)[C:21]#[N:22])[CH2:16][CH2:15]1)=[O:13]. The yield is 0.0900. (3) The reactants are [NH2:1][C:2]1[N:7]=[N:6][C:5]([N:8]2[CH2:13][CH2:12][N:11]([C:14]([C:16]3[CH:21]=[CH:20][CH:19]=[CH:18][C:17]=3[C:22]([F:25])([F:24])[F:23])=[O:15])[CH2:10][CH2:9]2)=[CH:4][CH:3]=1.Cl[C:27]([O:29][C:30](Cl)(Cl)Cl)=[O:28].[CH3:34][C:35]([CH3:40])([CH3:39])[CH2:36]CO.C(N(CC)CC)C. The catalyst is O1CCOCC1. The product is [CH3:34][C:35]([CH3:40])([CH3:39])[CH2:36][CH2:30][O:29][C:27](=[O:28])[NH:1][C:2]1[N:7]=[N:6][C:5]([N:8]2[CH2:9][CH2:10][N:11]([C:14](=[O:15])[C:16]3[CH:21]=[CH:20][CH:19]=[CH:18][C:17]=3[C:22]([F:25])([F:24])[F:23])[CH2:12][CH2:13]2)=[CH:4][CH:3]=1. The yield is 0.110. (4) The reactants are C1(P([N:15]=[N+:16]=[N-:17])(C2C=CC=CC=2)=O)C=CC=CC=1.N12CCCN=C1CCCCC2.[CH3:29][O:30][C:31]1[CH:32]=[C:33]([CH2:40]O)[CH:34]=[C:35]([N+:37]([O-:39])=[O:38])[CH:36]=1. The catalyst is C1(C)C=CC=CC=1. The product is [N:15]([CH2:40][C:33]1[CH:34]=[C:35]([N+:37]([O-:39])=[O:38])[CH:36]=[C:31]([O:30][CH3:29])[CH:32]=1)=[N+:16]=[N-:17]. The yield is 1.00. (5) The reactants are Cl[C:2]1[CH:7]=[CH:6][N:5]=[C:4]([O:8][CH3:9])[N:3]=1.[C:10]1(/[CH:16]=[CH:17]/B(O)O)[CH:15]=[CH:14][CH:13]=[CH:12][CH:11]=1.C(=O)([O-])[O-].[K+].[K+]. The catalyst is CS(C)=O.C1C=CC(P(C2C=CC=CC=2)[C-]2C=CC=C2)=CC=1.C1C=CC(P(C2C=CC=CC=2)[C-]2C=CC=C2)=CC=1.Cl[Pd]Cl.[Fe+2]. The product is [CH3:9][O:8][C:4]1[N:3]=[C:2](/[CH:17]=[CH:16]/[C:10]2[CH:15]=[CH:14][CH:13]=[CH:12][CH:11]=2)[CH:7]=[CH:6][N:5]=1. The yield is 0.960.